This data is from Catalyst prediction with 721,799 reactions and 888 catalyst types from USPTO. The task is: Predict which catalyst facilitates the given reaction. Reactant: [NH2:1][C:2]1[NH:6][N:5]=[CH:4][C:3]=1[C:7]#[N:8].C([O:11][CH:12]=[CH:13][C:14](OCC)=O)C.C([O-])([O-])=O.[Cs+].[Cs+].Cl. Product: [O:11]=[C:12]1[CH:13]=[CH:14][N:6]2[N:5]=[CH:4][C:3]([C:7]#[N:8])=[C:2]2[NH:1]1. The catalyst class is: 3.